This data is from Catalyst prediction with 721,799 reactions and 888 catalyst types from USPTO. The task is: Predict which catalyst facilitates the given reaction. Reactant: C([C:5]1[CH:6]=[C:7]([NH:11][C:12](SC)=[C:13]([C:17]#[N:18])[C:14]([NH2:16])=O)[CH:8]=[CH:9][CH:10]=1)(C)(C)C.[OH2:21].[NH2:22][NH2:23]. Product: [NH2:18][C:17]1[NH:23][N:22]=[C:12]([NH:11][C:7]2[CH:6]=[CH:5][C:10]([C:13]([CH3:17])([CH3:14])[CH3:12])=[CH:9][CH:8]=2)[C:13]=1[C:14]([NH2:16])=[O:21]. The catalyst class is: 14.